From a dataset of Reaction yield outcomes from USPTO patents with 853,638 reactions. Predict the reaction yield, written as a fraction of the theoretical maximum amount of product (1.0 means a 100% yield; for example, 0.34 means a 34% yield). (1) The reactants are [CH3:1][N:2]([CH3:10])[C:3]([CH:5]1[CH2:8][C:7](=[O:9])[CH2:6]1)=O.[H-].[H-].[H-].[H-].[Li+].[Al+3]. The catalyst is C1COCC1. The product is [CH3:1][N:2]([CH2:3][CH:5]1[CH2:8][CH:7]([OH:9])[CH2:6]1)[CH3:10]. The yield is 0.560. (2) The reactants are C(=O)([O-])[O-].[K+].[K+].C([O:10][C@H:11]1[CH2:28][CH2:27][C@@:26]2([CH3:29])[C@@H:13]([C:14](=[O:34])[CH2:15][C@@H:16]3[C@@H:25]2[CH2:24][CH2:23][C@@:21]2([CH3:22])[C@H:17]3[CH2:18][CH2:19][C@@H:20]2[O:30][C:31](=[O:33])[CH3:32])[CH2:12]1)(=O)C.C(O)(=O)C. The catalyst is O.CO. The product is [C:31]([O:30][C@H:20]1[CH2:19][CH2:18][C@H:17]2[C@H:16]3[C@H:25]([CH2:24][CH2:23][C@:21]12[CH3:22])[C@:26]1([CH3:29])[C@H:13]([CH2:12][C@@H:11]([OH:10])[CH2:28][CH2:27]1)[C:14](=[O:34])[CH2:15]3)(=[O:33])[CH3:32]. The yield is 0.670. (3) The reactants are [CH2:1]([O:4][C:5](=[O:22])[NH:6][CH:7]1[CH2:11][C:10](=[O:12])[O:9][CH:8]1[O:13][CH2:14][CH2:15]C1C=CC=CC=1)[CH:2]=[CH2:3].[CH:23](O)(C)C. No catalyst specified. The product is [CH2:1]([O:4][C:5](=[O:22])[NH:6][CH:7]1[CH2:11][C:10](=[O:12])[O:9][CH:8]1[O:13][CH:14]([CH3:15])[CH3:23])[CH:2]=[CH2:3]. The yield is 0.810. (4) The reactants are [Br:1][C:2]1[C:3]([O:18][C:19]2[C:24]([CH3:25])=[CH:23][C:22]([C:26]#[N:27])=[CH:21][C:20]=2[CH3:28])=[N:4][C:5]([NH:9][C:10]2[CH:17]=[CH:16][C:13]([C:14]#[N:15])=[CH:12][CH:11]=2)=[N:6][C:7]=1Cl.[CH3:29][O:30][NH2:31].[OH-].[Na+]. The catalyst is O1CCCC1. The product is [Br:1][C:2]1[C:3]([O:18][C:19]2[C:24]([CH3:25])=[CH:23][C:22]([C:26]#[N:27])=[CH:21][C:20]=2[CH3:28])=[N:4][C:5]([NH:9][C:10]2[CH:17]=[CH:16][C:13]([C:14]#[N:15])=[CH:12][CH:11]=2)=[N:6][C:7]=1[NH:31][O:30][CH3:29]. The yield is 0.510. (5) The catalyst is O1CCOCC1.[Pd](Cl)Cl. The product is [CH3:24][C:25]1([CH3:41])[C:29]([CH3:31])([CH3:30])[O:28][B:27]([C:2]2[CH:3]=[C:4]3[C:8](=[CH:9][CH:10]=2)[CH:7]([NH:11][C:12]([C:14]2([NH:17][C:18](=[O:23])[C:19]([F:22])([F:21])[F:20])[CH2:16][CH2:15]2)=[O:13])[CH2:6][CH2:5]3)[O:26]1. The yield is 0.720. The reactants are Br[C:2]1[CH:3]=[C:4]2[C:8](=[CH:9][CH:10]=1)[CH:7]([NH:11][C:12]([C:14]1([NH:17][C:18](=[O:23])[C:19]([F:22])([F:21])[F:20])[CH2:16][CH2:15]1)=[O:13])[CH2:6][CH2:5]2.[CH3:24][C:25]1([CH3:41])[C:29]([CH3:31])([CH3:30])[O:28][B:27]([B:27]2[O:28][C:29]([CH3:31])([CH3:30])[C:25]([CH3:41])([CH3:24])[O:26]2)[O:26]1.C([O-])(=O)C.[K+].O. (6) The reactants are [Cl:1][C:2]1[CH:7]=[CH:6][N:5]=[C:4]2[N:8]([C:14]3[CH:21]=[CH:20][C:17]([C:18]#[N:19])=[C:16]([N+:22]([O-])=O)[CH:15]=3)[N:9]=[C:10]([CH:11]([CH3:13])[CH3:12])[C:3]=12.[Cl-].[NH4+].C1C[O:30]CC1. The catalyst is CO.O.[Fe]. The product is [NH2:22][C:16]1[CH:15]=[C:14]([N:8]2[C:4]3=[N:5][CH:6]=[CH:7][C:2]([Cl:1])=[C:3]3[C:10]([CH:11]([CH3:13])[CH3:12])=[N:9]2)[CH:21]=[CH:20][C:17]=1[C:18]([NH2:19])=[O:30]. The yield is 0.950. (7) The reactants are [C:1]1([C:15]2[CH:20]=[CH:19][CH:18]=[CH:17][CH:16]=2)[CH:6]=[CH:5][C:4]([C:7]2[N:8]=[C:9]([CH2:12][NH:13][CH3:14])[NH:10][CH:11]=2)=[CH:3][CH:2]=1.C(=O)([O-])[O-].[K+].[K+].[CH2:27](Br)[C:28]1[CH:33]=[CH:32][CH:31]=[CH:30][CH:29]=1.O. The catalyst is CN(C)C=O. The product is [CH2:27]([N:13]([CH3:14])[CH2:12][C:9]1[NH:10][CH:11]=[C:7]([C:4]2[CH:5]=[CH:6][C:1]([C:15]3[CH:16]=[CH:17][CH:18]=[CH:19][CH:20]=3)=[CH:2][CH:3]=2)[N:8]=1)[C:28]1[CH:33]=[CH:32][CH:31]=[CH:30][CH:29]=1. The yield is 0.160. (8) The reactants are Br[C:2]1[CH:3]=[C:4]([Cl:20])[C:5]([CH2:8][N:9]2[C:17](=[O:18])[C:16]3[C:11](=[CH:12][CH:13]=[CH:14][CH:15]=3)[C:10]2=[O:19])=[N:6][CH:7]=1.C([O-])([O-])=O.[K+].[K+].[C:27]1(C)C=CC=C[CH:28]=1. The catalyst is C1C=CC([P]([Pd]([P](C2C=CC=CC=2)(C2C=CC=CC=2)C2C=CC=CC=2)([P](C2C=CC=CC=2)(C2C=CC=CC=2)C2C=CC=CC=2)[P](C2C=CC=CC=2)(C2C=CC=CC=2)C2C=CC=CC=2)(C2C=CC=CC=2)C2C=CC=CC=2)=CC=1. The product is [Cl:20][C:4]1[C:5]([CH2:8][N:9]2[C:17](=[O:18])[C:16]3[C:11](=[CH:12][CH:13]=[CH:14][CH:15]=3)[C:10]2=[O:19])=[N:6][CH:7]=[C:2]([CH:27]=[CH2:28])[CH:3]=1. The yield is 0.650. (9) The reactants are C([N:8](CC1C=CC=CC=1)[C@H:9]([CH3:17])[C@:10]([CH3:16])([OH:15])[C:11]([F:14])([F:13])[F:12])C1C=CC=CC=1.O. The catalyst is CO. The product is [NH2:8][C@H:9]([CH3:17])[C@:10]([CH3:16])([OH:15])[C:11]([F:14])([F:13])[F:12]. The yield is 0.800.